Dataset: Forward reaction prediction with 1.9M reactions from USPTO patents (1976-2016). Task: Predict the product of the given reaction. (1) Given the reactants [Cl:1][C:2]1[CH:7]=[CH:6][C:5]([C:8]2([F:14])[CH2:10][CH:9]2[C:11](O)=[O:12])=[CH:4][CH:3]=1.C(N(CC)CC)C.C1C=CC(P([N:36]=[N+:37]=[N-:38])(C2C=CC=CC=2)=O)=CC=1, predict the reaction product. The product is: [Cl:1][C:2]1[CH:7]=[CH:6][C:5]([C:8]2([F:14])[CH2:10][CH:9]2[C:11]([N:38]=[N:37]#[N:36])=[O:12])=[CH:4][CH:3]=1. (2) Given the reactants [F:1][C:2]1[CH:7]=[CH:6][C:5]([O:8][C:9]([F:12])([F:11])[F:10])=[CH:4][C:3]=1[N:13]1[CH2:26][CH2:25][C:16]2([O:21][CH2:20][CH:19]([CH2:22]C#N)[CH2:18][CH2:17]2)[CH2:15][CH2:14]1.BrC1C=C(OC(F)(F)F)C=CC=1F.N1NN=NC=1CC1CCC2(CCN(C3C=C(OC(F)(F)F)C=CC=3Cl)CC2)OC1.C1(P(C2CCCCC2)C2C=CC=CC=2C2C(OC)=CC=CC=2OC)CCCCC1.[C:98](=[O:101])([O-])[O-:99].[Cs+].[Cs+], predict the reaction product. The product is: [F:1][C:2]1[CH:7]=[CH:6][C:5]([O:8][C:9]([F:11])([F:12])[F:10])=[CH:4][C:3]=1[N:13]1[CH2:14][CH2:15][C:16]2([O:21][CH2:20][CH:19]([CH2:22][C:98]([OH:99])=[O:101])[CH2:18][CH2:17]2)[CH2:25][CH2:26]1. (3) Given the reactants C(NC(C)C)(C)C.C([Li])CCC.[C:13]([N:16]1[CH2:21][CH2:20][C:19](=[O:22])[CH2:18][CH2:17]1)(=[O:15])[CH3:14].C1C=CC(N[S:30]([C:33]([F:36])([F:35])[F:34])(=[O:32])=[O:31])=CC=1, predict the reaction product. The product is: [F:34][C:33]([F:36])([F:35])[S:30]([O:22][C:19]1[CH2:18][CH2:17][N:16]([C:13](=[O:15])[CH3:14])[CH2:21][CH:20]=1)(=[O:32])=[O:31]. (4) Given the reactants [F:1][C:2]1([F:42])[CH2:6][C@H:5]([O:7][C:8]2[CH:13]=[CH:12][C:11]([S:14]([N:17](CC3C=CC(OC)=CC=3OC)[C:18]3[CH:23]=[CH:22][N:21]=[CH:20][N:19]=3)(=[O:16])=[O:15])=[C:10]([F:35])[CH:9]=2)[C@@H:4]([C:36]2[N:40]([CH3:41])[N:39]=[CH:38][CH:37]=2)[CH2:3]1.C([SiH](CC)CC)C.FC(F)(F)C(O)=O, predict the reaction product. The product is: [F:42][C:2]1([F:1])[CH2:6][C@H:5]([O:7][C:8]2[CH:13]=[CH:12][C:11]([S:14]([NH:17][C:18]3[CH:23]=[CH:22][N:21]=[CH:20][N:19]=3)(=[O:15])=[O:16])=[C:10]([F:35])[CH:9]=2)[C@@H:4]([C:36]2[N:40]([CH3:41])[N:39]=[CH:38][CH:37]=2)[CH2:3]1. (5) Given the reactants [Si:1]([O:18][CH2:19][CH2:20][O:21][CH2:22][C@H:23]([O:28][C:29]1[N:34]=[CH:33][N:32]=[C:31]2[N:35]([C:38]3[CH:43]=[CH:42][CH:41]=[CH:40][C:39]=3[Cl:44])[N:36]=[CH:37][C:30]=12)[C:24]([O:26]C)=O)([C:14]([CH3:17])([CH3:16])[CH3:15])([C:8]1C=CC=CC=1)[C:2]1C=CC=CC=1.[Cl:45][C:46]1[CH:47]=[CH:48][C:49]([NH2:52])=[N:50][CH:51]=1, predict the reaction product. The product is: [Si:1]([O:18][CH2:19][CH2:20][O:21][CH2:22][C@H:23]([O:28][C:29]1[C:30]2[CH:37]=[N:36][N:35]([C:38]3[CH:43]=[CH:42][CH:41]=[CH:40][C:39]=3[Cl:44])[C:31]=2[N:32]=[CH:33][N:34]=1)[C:24]([NH:52][C:49]1[CH:48]=[CH:47][C:46]([Cl:45])=[CH:51][N:50]=1)=[O:26])([C:14]([CH3:15])([CH3:17])[CH3:16])([CH3:8])[CH3:2]. (6) Given the reactants [CH3:1][C:2]1([CH3:13])[C:6]2[CH:7]=[C:8]([CH:11]=O)[CH:9]=[CH:10][C:5]=2[O:4][CH2:3]1.C1(P(C2C=CC=CC=2)C2C=CC=CC=2)C=CC=CC=1.[C:33](Br)(Br)([Br:35])[Br:34], predict the reaction product. The product is: [Br:34][C:33]([Br:35])=[CH:11][C:8]1[CH:9]=[CH:10][C:5]2[O:4][CH2:3][C:2]([CH3:13])([CH3:1])[C:6]=2[CH:7]=1. (7) Given the reactants [NH:1]1[C:9]2[C:4](=[CH:5][C:6]([C:10]([O:12]C)=O)=[CH:7][CH:8]=2)[CH:3]=[CH:2]1.[NH2:14][NH2:15], predict the reaction product. The product is: [NH:1]1[C:9]2[C:4](=[CH:5][C:6]([C:10]([NH:14][NH2:15])=[O:12])=[CH:7][CH:8]=2)[CH:3]=[CH:2]1. (8) The product is: [OH:16][C:13]([C:10]1[CH:9]=[CH:8][C:7]([C:5]2[S:6][C:2]([NH:1][C:21]3[CH:22]=[CH:23][CH:24]=[C:25]([CH:27]([OH:32])[C:28]([F:31])([F:30])[F:29])[N:26]=3)=[C:3]([C:17]([NH2:19])=[O:18])[N:4]=2)=[CH:12][CH:11]=1)([CH3:15])[CH3:14]. Given the reactants [NH2:1][C:2]1[S:6][C:5]([C:7]2[CH:12]=[CH:11][C:10]([C:13]([OH:16])([CH3:15])[CH3:14])=[CH:9][CH:8]=2)=[N:4][C:3]=1[C:17]([NH2:19])=[O:18].Br[C:21]1[N:26]=[C:25]([CH:27]([OH:32])[C:28]([F:31])([F:30])[F:29])[CH:24]=[CH:23][CH:22]=1.CC(C1C=C(C(C)C)C(C2C=CC=CC=2P(C2CCCCC2)C2CCCCC2)=C(C(C)C)C=1)C.C(=O)([O-])[O-].[K+].[K+].C(O)(CC)(C)C, predict the reaction product. (9) Given the reactants [NH2:1][C:2]1[CH:17]=[CH:16][C:5]([C:6]([N:8]2[CH2:12][CH2:11][CH:10]([N:13]([CH3:15])[CH3:14])[CH2:9]2)=[O:7])=[CH:4][CH:3]=1.Br[C:19]1[C:23]2[CH:24]=[CH:25][CH:26]=[CH:27][C:22]=2[S:21][CH:20]=1.CC(C)([O-])C.[Na+], predict the reaction product. The product is: [S:21]1[C:22]2[CH:27]=[CH:26][CH:25]=[CH:24][C:23]=2[C:19]([NH:1][C:2]2[CH:17]=[CH:16][C:5]([C:6]([N:8]3[CH2:12][CH2:11][CH:10]([N:13]([CH3:14])[CH3:15])[CH2:9]3)=[O:7])=[CH:4][CH:3]=2)=[CH:20]1. (10) The product is: [Cl:1][C:2]1[CH:14]=[CH:13][C:5]2[O:6][CH:7]([C:10]([N:24]3[CH2:25][CH2:26][CH2:27][N:21]([CH2:20][C:19]4[CH:28]=[CH:29][C:16]([F:15])=[CH:17][CH:18]=4)[CH2:22][CH2:23]3)=[O:12])[CH2:8][O:9][C:4]=2[CH:3]=1. Given the reactants [Cl:1][C:2]1[CH:14]=[CH:13][C:5]2[O:6][CH:7]([C:10]([OH:12])=O)[CH2:8][O:9][C:4]=2[CH:3]=1.[F:15][C:16]1[CH:29]=[CH:28][C:19]([CH2:20][N:21]2[CH2:27][CH2:26][CH2:25][NH:24][CH2:23][CH2:22]2)=[CH:18][CH:17]=1.CCN=C=NCCCN(C)C.C1C=CC2N(O)N=NC=2C=1.CCN(C(C)C)C(C)C, predict the reaction product.